This data is from Full USPTO retrosynthesis dataset with 1.9M reactions from patents (1976-2016). The task is: Predict the reactants needed to synthesize the given product. (1) Given the product [F:17][C:18]1[C:19]([CH3:28])=[CH:20][C:21]([N:11]2[N:15]=[CH:14][CH:13]=[N:12]2)=[C:22]([CH:26]=1)[C:23]([OH:25])=[O:24], predict the reactants needed to synthesize it. The reactants are: FC1C(C(O)=O)=C([N:11]2[N:15]=[CH:14][CH:13]=[N:12]2)C(C)=CC=1.[F:17][C:18]1[C:19]([CH3:28])=[CH:20][C:21](I)=[C:22]([CH:26]=1)[C:23]([OH:25])=[O:24]. (2) Given the product [Cl-:1].[O:4]=[C:3]([C:5]1[CH:10]=[CH:9][CH:8]=[CH:7][CH:6]=1)[CH2:2][N+:23]12[CH2:24][CH2:25][CH:26]([CH2:27][CH2:28]1)[C@@H:21]([O:20][C:18](=[O:19])[CH:17]([N:13]1[CH2:14][CH2:15][CH2:16][C:12]1=[O:11])[C:29]1[CH:34]=[CH:33][CH:32]=[CH:31][CH:30]=1)[CH2:22]2, predict the reactants needed to synthesize it. The reactants are: [Cl:1][CH2:2][C:3]([C:5]1[CH:10]=[CH:9][CH:8]=[CH:7][CH:6]=1)=[O:4].[O:11]=[C:12]1[CH2:16][CH2:15][CH2:14][N:13]1[CH:17]([C:29]1[CH:34]=[CH:33][CH:32]=[CH:31][CH:30]=1)[C:18]([O:20][C@@H:21]1[CH:26]2[CH2:27][CH2:28][N:23]([CH2:24][CH2:25]2)[CH2:22]1)=[O:19]. (3) Given the product [F:26][C:23]1[CH:24]=[C:25]2[C:20](=[CH:21][CH:22]=1)[NH:19][CH:18]=[C:17]2[CH2:16][CH2:15][NH:13][CH:6]1[CH2:5][C:4]2[C:9](=[CH:10][CH:11]=[CH:12][C:3]=2[O:2][CH3:1])[O:8][CH2:7]1, predict the reactants needed to synthesize it. The reactants are: [CH3:1][O:2][C:3]1[CH:12]=[CH:11][CH:10]=[C:9]2[C:4]=1[CH2:5][CH:6]([NH2:13])[CH2:7][O:8]2.Br[CH2:15][CH2:16][C:17]1[C:25]2[C:20](=[CH:21][CH:22]=[C:23]([F:26])[CH:24]=2)[NH:19][CH:18]=1.C(N(CC)CC)C.CCOC(C)=O.CCCCCC. (4) The reactants are: CCN(S(F)(F)[F:7])CC.[Cl:10][C:11]1[N:16]=[CH:15][N:14]=[C:13]([C:17](O)([CH3:19])[CH3:18])[CH:12]=1. Given the product [Cl:10][C:11]1[CH:12]=[C:13]([C:17]([F:7])([CH3:19])[CH3:18])[N:14]=[CH:15][N:16]=1, predict the reactants needed to synthesize it. (5) Given the product [Cl:7][C:8]1[CH:13]=[CH:12][C:11]([C@H:14]2[NH:19][C@@H:18]([CH2:20][OH:21])[CH2:17][CH2:16][CH2:15]2)=[CH:10][CH:9]=1, predict the reactants needed to synthesize it. The reactants are: [H-].[Al+3].[Li+].[H-].[H-].[H-].[Cl:7][C:8]1[CH:13]=[CH:12][C:11]([C@H:14]2[NH:19][C@@H:18]([C:20](OC)=[O:21])[CH2:17][CH2:16][CH2:15]2)=[CH:10][CH:9]=1.O.[OH-].[Na+]. (6) Given the product [CH2:1]([O:8][C:9](=[O:39])[N:10]([C@H:12]([C:14](=[O:38])[NH:15][C:16]1[C:17](=[O:37])[N:18]([CH2:23][C:24]2[CH:29]=[CH:28][CH:27]=[C:26]([O:30][C:31]3[CH:36]=[CH:35][CH:34]=[CH:33][CH:32]=3)[CH:25]=2)[C:19]([C:40]2[CH:45]=[CH:44][CH:43]=[CH:42][CH:41]=2)=[CH:20][CH:21]=1)[CH3:13])[CH3:11])[C:2]1[CH:7]=[CH:6][CH:5]=[CH:4][CH:3]=1, predict the reactants needed to synthesize it. The reactants are: [CH2:1]([O:8][C:9](=[O:39])[N:10]([C@H:12]([C:14](=[O:38])[NH:15][C:16]1[C:17](=[O:37])[N:18]([CH2:23][C:24]2[CH:29]=[CH:28][CH:27]=[C:26]([O:30][C:31]3[CH:36]=[CH:35][CH:34]=[CH:33][CH:32]=3)[CH:25]=2)[C:19](Cl)=[CH:20][CH:21]=1)[CH3:13])[CH3:11])[C:2]1[CH:7]=[CH:6][CH:5]=[CH:4][CH:3]=1.[C:40]1(B(O)O)[CH:45]=[CH:44][CH:43]=[CH:42][CH:41]=1.[F-].[K+]. (7) Given the product [OH:2][C:3]1[CH:11]=[CH:10][CH:9]=[C:8]2[C:4]=1[CH2:5][C:6](=[O:12])[NH:7]2, predict the reactants needed to synthesize it. The reactants are: C[O:2][C:3]1[CH:11]=[CH:10][CH:9]=[C:8]2[C:4]=1[CH2:5][C:6](=[O:12])[NH:7]2.[Cl-].[Al+3].[Cl-].[Cl-]. (8) Given the product [CH2:1]([O:8][C:9]1[CH:14]=[CH:13][C:12]([N:15]2[C:19]3=[N:20][CH:21]=[C:22]([O:62][CH3:65])[CH:23]=[C:18]3[N:17]([CH2:25][CH3:26])[C:16]2=[O:27])=[CH:11][CH:10]=1)[C:2]1[CH:7]=[CH:6][CH:5]=[CH:4][CH:3]=1, predict the reactants needed to synthesize it. The reactants are: [CH2:1]([O:8][C:9]1[CH:14]=[CH:13][C:12]([N:15]2[C:19]3=[N:20][CH:21]=[C:22](Cl)[CH:23]=[C:18]3[N:17]([CH2:25][CH3:26])[C:16]2=[O:27])=[CH:11][CH:10]=1)[C:2]1[CH:7]=[CH:6][CH:5]=[CH:4][CH:3]=1.C(P(C(C)(C)C)C1C(C)=C(C)C(C)=C(C)C=1C1C(C(C)C)=CC(C(C)C)=CC=1C(C)C)(C)(C)C.[OH-:62].[K+].I[CH3:65].